This data is from Full USPTO retrosynthesis dataset with 1.9M reactions from patents (1976-2016). The task is: Predict the reactants needed to synthesize the given product. (1) Given the product [O:11]=[C:2]1[CH2:3][CH2:4][C:5]2[C:10](=[CH:9][CH:8]=[CH:7][CH:6]=2)[N:1]1[C:12]([O:14][C:15]([CH3:18])([CH3:17])[CH3:16])=[O:13], predict the reactants needed to synthesize it. The reactants are: [NH:1]1[C:10]2[C:5](=[CH:6][CH:7]=[CH:8][CH:9]=2)[CH2:4][CH2:3][C:2]1=[O:11].[C:12](O[C:12]([O:14][C:15]([CH3:18])([CH3:17])[CH3:16])=[O:13])([O:14][C:15]([CH3:18])([CH3:17])[CH3:16])=[O:13].CCCCCC.C(OCC)(=O)C. (2) Given the product [Br:24][C:25]1[C:33]2[C:32]([NH:6][C@H:5]([C:7]3[N:12]([C:13]4[CH:18]=[CH:17][CH:16]=[CH:15][CH:14]=4)[C:11](=[O:19])[C:10]4=[C:20]([CH3:23])[CH:21]=[CH:22][N:9]4[N:8]=3)[CH2:4][CH2:3][OH:2])=[N:31][CH:30]=[N:29][C:28]=2[N:27]([CH2:35][O:36][CH2:37][CH2:38][Si:39]([CH3:42])([CH3:41])[CH3:40])[CH:26]=1, predict the reactants needed to synthesize it. The reactants are: [Cl-].[OH:2][CH2:3][CH2:4][C@@H:5]([C:7]1[N:12]([C:13]2[CH:18]=[CH:17][CH:16]=[CH:15][CH:14]=2)[C:11](=[O:19])[C:10]2=[C:20]([CH3:23])[CH:21]=[CH:22][N:9]2[N:8]=1)[NH3+:6].[Br:24][C:25]1[C:33]2[C:32](Cl)=[N:31][CH:30]=[N:29][C:28]=2[N:27]([CH2:35][O:36][CH2:37][CH2:38][Si:39]([CH3:42])([CH3:41])[CH3:40])[CH:26]=1.[F-].[Cs+].C(N(CC)C(C)C)(C)C. (3) Given the product [F:2][C:3]1[CH:4]=[C:5]([CH:25]=[CH:26][C:27]=1[O:28][CH2:35][C:32]1[CH:31]=[C:30]([CH3:29])[O:34][N:33]=1)[NH:6][C:7]1[C:16]2[C:11](=[CH:12][CH:13]=[CH:14][C:15]=2[O:17][CH:18]2[CH2:23][CH2:22][N:21]([CH3:24])[CH2:20][CH2:19]2)[N:10]=[CH:9][N:8]=1, predict the reactants needed to synthesize it. The reactants are: Cl.[F:2][C:3]1[CH:4]=[C:5]([CH:25]=[CH:26][C:27]=1[OH:28])[NH:6][C:7]1[C:16]2[C:11](=[CH:12][CH:13]=[CH:14][C:15]=2[O:17][CH:18]2[CH2:23][CH2:22][N:21]([CH3:24])[CH2:20][CH2:19]2)[N:10]=[CH:9][N:8]=1.[CH3:29][C:30]1[O:34][N:33]=[C:32]([CH2:35]Cl)[CH:31]=1. (4) Given the product [NH2:12][C:4]1[C:5]([OH:11])=[C:6]([C:8](=[O:10])[CH3:9])[CH:7]=[C:2]([Br:1])[CH:3]=1, predict the reactants needed to synthesize it. The reactants are: [Br:1][C:2]1[CH:3]=[C:4]([N+:12]([O-])=O)[C:5]([OH:11])=[C:6]([C:8](=[O:10])[CH3:9])[CH:7]=1.[NH4+].[Cl-]. (5) The reactants are: C[O:2][C:3]1[CH:4]=[C:5]([CH:17]=[CH:18][C:19]=1[C:20]1[O:21][CH:22]=[C:23]([C:25]([N:27]2[CH2:32][CH2:31][CH2:30][CH2:29][CH2:28]2)=[O:26])[N:24]=1)[CH2:6][NH:7][C:8](=[O:16])[CH2:9][C:10]1[CH:15]=[CH:14][CH:13]=[CH:12][CH:11]=1.B(Br)(Br)Br. Given the product [OH:2][C:3]1[CH:4]=[C:5]([CH:17]=[CH:18][C:19]=1[C:20]1[O:21][CH:22]=[C:23]([C:25]([N:27]2[CH2:32][CH2:31][CH2:30][CH2:29][CH2:28]2)=[O:26])[N:24]=1)[CH2:6][NH:7][C:8](=[O:16])[CH2:9][C:10]1[CH:11]=[CH:12][CH:13]=[CH:14][CH:15]=1, predict the reactants needed to synthesize it. (6) The reactants are: [O:1]=[S:2]1(=[O:28])[C:8]2[CH:9]=[C:10]([OH:15])[C:11]([O:13][CH3:14])=[CH:12][C:7]=2[N:6]([C:16]2[CH:21]=[CH:20][CH:19]=[CH:18][CH:17]=2)[CH2:5][C:4]([CH2:24][CH2:25][CH2:26][CH3:27])([CH2:22][CH3:23])[CH2:3]1.Br[CH2:30][C:31]([O:33][CH2:34][CH3:35])=[O:32].C(=O)([O-])[O-].[Na+].[Na+]. Given the product [O:28]=[S:2]1(=[O:1])[C:8]2[CH:9]=[C:10]([O:15][CH2:30][C:31]([O:33][CH2:34][CH3:35])=[O:32])[C:11]([O:13][CH3:14])=[CH:12][C:7]=2[N:6]([C:16]2[CH:17]=[CH:18][CH:19]=[CH:20][CH:21]=2)[CH2:5][C:4]([CH2:24][CH2:25][CH2:26][CH3:27])([CH2:22][CH3:23])[CH2:3]1, predict the reactants needed to synthesize it.